This data is from Forward reaction prediction with 1.9M reactions from USPTO patents (1976-2016). The task is: Predict the product of the given reaction. (1) Given the reactants [F:1][C@H:2]1[C@H:6]([OH:7])[CH2:5][N:4]([C:8]([O:10][CH2:11][C:12]2[CH:21]=[CH:20][C:19]3[C:14](=[CH:15][CH:16]=[CH:17][CH:18]=3)[CH:13]=2)=[O:9])[CH2:3]1.C(Cl)Cl.[CH3:25][C:26]1[CH:31]=[CH:30][C:29]([S:32](Cl)(=[O:34])=[O:33])=[CH:28][CH:27]=1, predict the reaction product. The product is: [F:1][C@H:2]1[C@H:6]([O:7][S:32]([C:29]2[CH:30]=[CH:31][C:26]([CH3:25])=[CH:27][CH:28]=2)(=[O:34])=[O:33])[CH2:5][N:4]([C:8]([O:10][CH2:11][C:12]2[CH:21]=[CH:20][C:19]3[C:14](=[CH:15][CH:16]=[CH:17][CH:18]=3)[CH:13]=2)=[O:9])[CH2:3]1. (2) Given the reactants [NH:1]1[CH:5]=[C:4]([CH2:6][N:7]([CH2:29][C:30]2[CH:35]=[CH:34][C:33]([O:36][CH3:37])=[CH:32][CH:31]=2)[C:8]2[C:9](=[O:28])[N:10]([CH3:27])[N:11]=[C:12]([O:14][CH2:15][C@H:16]3[CH2:18][C@@H:17]3[C:19]3[CH:24]=[CH:23][C:22]([O:25][CH3:26])=[CH:21][N:20]=3)[CH:13]=2)[N:3]=[N:2]1.[H-].[Na+].CI.[CH3:42]OC1C=CC(CN(CC2C=NN(C)N=2)C2C(=O)N(C)N=C(OC[C@H]3C[C@@H]3C3C=CC(OC)=CN=3)C=2)=CC=1, predict the reaction product. The product is: [CH3:37][O:36][C:33]1[CH:34]=[CH:35][C:30]([CH2:29][N:7]([CH2:6][C:4]2[N:3]=[N:2][N:1]([CH3:42])[CH:5]=2)[C:8]2[C:9](=[O:28])[N:10]([CH3:27])[N:11]=[C:12]([O:14][CH2:15][C@H:16]3[CH2:18][C@@H:17]3[C:19]3[CH:24]=[CH:23][C:22]([O:25][CH3:26])=[CH:21][N:20]=3)[CH:13]=2)=[CH:31][CH:32]=1.